From a dataset of Reaction yield outcomes from USPTO patents with 853,638 reactions. Predict the reaction yield, written as a fraction of the theoretical maximum amount of product (1.0 means a 100% yield; for example, 0.34 means a 34% yield). (1) The catalyst is O1CCOCC1.CCOC(C)=O.C1C=CC(P(C2C=CC=CC=2)[C-]2C=CC=C2)=CC=1.C1C=CC(P(C2C=CC=CC=2)[C-]2C=CC=C2)=CC=1.Cl[Pd]Cl.[Fe+2].C(Cl)Cl. The product is [N+:24]([C:19]1[CH:20]=[N:21][CH:22]=[CH:23][C:18]=1[C:9]1[CH2:14][CH2:13][CH2:12][C:11](=[O:15])[CH:10]=1)([O-:26])=[O:25]. The reactants are CC1(C)C(C)(C)OB([C:9]2[CH2:14][CH2:13][CH2:12][C:11](=[O:15])[CH:10]=2)O1.Cl[C:18]1[CH:23]=[CH:22][N:21]=[CH:20][C:19]=1[N+:24]([O-:26])=[O:25].O. The yield is 0.550. (2) The reactants are [N:1]1[CH:6]=[C:5]([CH2:7][C:8]2[C:9](=[O:15])[NH:10][C:11](=[S:14])[NH:12][CH:13]=2)[CH:4]=[N:3][CH:2]=1.[CH3:16]CN(C(C)C)C(C)C.Cl[CH2:26][C:27]1[CH:28]=[CH:29][C:30]([O:35][C:36]2[CH:41]=[CH:40][CH:39]=[C:38]([C:42]([F:45])([F:44])[F:43])[CH:37]=2)=[C:31]([CH:34]=1)[C:32]#[N:33].CI. The catalyst is C(Cl)Cl.[Zn+2].[Br-].[Br-].CN1C(=O)CCC1. The product is [CH3:16][N:12]1[CH:13]=[C:8]([CH2:7][C:5]2[CH:6]=[N:1][CH:2]=[N:3][CH:4]=2)[C:9](=[O:15])[N:10]=[C:11]1[S:14][CH2:26][C:27]1[CH:28]=[CH:29][C:30]([O:35][C:36]2[CH:41]=[CH:40][CH:39]=[C:38]([C:42]([F:45])([F:44])[F:43])[CH:37]=2)=[C:31]([CH:34]=1)[C:32]#[N:33]. The yield is 0.0801. (3) The reactants are [Br:1][C:2]1[CH:7]=[CH:6][C:5]([C:8]2(C(O)=O)[CH2:10][CH2:9]2)=[CH:4][CH:3]=1.C1(P(N=[N+]=[N-])(C2C=CC=CC=2)=[O:21])C=CC=CC=1.C([N:33]([CH2:36]C)CC)C.[C:38]([OH:42])([CH3:41])([CH3:40])[CH3:39]. No catalyst specified. The product is [Br:1][C:2]1[CH:3]=[CH:4][C:5]([C:8]2([NH:33][C:36](=[O:21])[O:42][C:38]([CH3:41])([CH3:40])[CH3:39])[CH2:9][CH2:10]2)=[CH:6][CH:7]=1. The yield is 0.670. (4) The reactants are Cl.O=[C:3]1[NH:22]C2=NC=C(C3C=CC(C(=N)OCC)=CC=3)N=C2[N:4]1CCN1CCCCC1.[O:31]=[C:32]1[NH:48][C:35]2=[N:36][CH:37]=[C:38]([C:40]3[CH:47]=[CH:46][C:43]([C:44]#[N:45])=[CH:42][CH:41]=3)[N:39]=[C:34]2[N:33]1[CH2:49][CH2:50][N:51]1[CH2:56][CH2:55][CH2:54][CH2:53][CH2:52]1.Cl. The catalyst is C(O)C. The product is [N:4]1[N:45]=[C:44]([C:43]2[CH:42]=[CH:41][C:40]([C:38]3[N:39]=[C:34]4[N:33]([CH2:49][CH2:50][N:51]5[CH2:52][CH2:53][CH2:54][CH2:55][CH2:56]5)[C:32](=[O:31])[NH:48][C:35]4=[N:36][CH:37]=3)=[CH:47][CH:46]=2)[NH:22][CH:3]=1. The yield is 0.646. (5) The reactants are [N+:1]([C:4]1[CH:5]=[C:6]2[C:10](=[CH:11][CH:12]=1)[NH:9][CH:8]=[CH:7]2)([O-:3])=[O:2].[CH3:13][Mg]Br.ClC1C(=O)C(Cl)=C(Cl)C(=O)C=1Cl.CCOC(C)=O.CCCCCC. The catalyst is C1COCC1. The product is [CH3:13][C:5]1[C:4]([N+:1]([O-:3])=[O:2])=[CH:12][CH:11]=[C:10]2[C:6]=1[CH:7]=[CH:8][NH:9]2. The yield is 0.800. (6) The reactants are [Cl:1][C:2]1[CH:7]=[CH:6][N:5]=[C:4]2[CH:8]=[CH:9][S:10][C:3]=12.[Li]CCCC.Br[C:17]1[N:22]=[CH:21][C:20]([CH2:23][N:24]2[CH2:28][CH2:27][O:26][C:25]2=[O:29])=[CH:19][CH:18]=1. The catalyst is C1COCC1.[Cl-].[Cl-].[Zn+2].C1C=CC([P]([Pd]([P](C2C=CC=CC=2)(C2C=CC=CC=2)C2C=CC=CC=2)([P](C2C=CC=CC=2)(C2C=CC=CC=2)C2C=CC=CC=2)[P](C2C=CC=CC=2)(C2C=CC=CC=2)C2C=CC=CC=2)(C2C=CC=CC=2)C2C=CC=CC=2)=CC=1. The product is [Cl:1][C:2]1[CH:7]=[CH:6][N:5]=[C:4]2[CH:8]=[C:9]([C:17]3[N:22]=[CH:21][C:20]([CH2:23][N:24]4[CH2:28][CH2:27][O:26][C:25]4=[O:29])=[CH:19][CH:18]=3)[S:10][C:3]=12. The yield is 0.570. (7) The reactants are C(O)(C(F)(F)F)=O.P(Cl)(Cl)(Cl)=O.C(O[CH:16](OCC)[C@@H:17]([C:25]([O:27][CH2:28][CH3:29])=[O:26])[N:18]=[CH:19][C:20]1[NH:21][CH:22]=[CH:23][CH:24]=1)C.C([O-])(O)=O.[Na+]. The catalyst is ClCCCl. The product is [CH:19]1[C:20]2[N:21]([CH:22]=[CH:23][CH:24]=2)[CH:16]=[C:17]([C:25]([O:27][CH2:28][CH3:29])=[O:26])[N:18]=1. The yield is 0.240. (8) The reactants are [Br:1][C:2]1[CH:9]=[CH:8][C:5]([CH:6]=O)=[C:4]([O:10][CH2:11][C:12]#[CH:13])[CH:3]=1.[CH:14]([CH:16]=P(C1C=CC=CC=1)(C1C=CC=CC=1)C1C=CC=CC=1)=[O:15]. The catalyst is C1COCC1. The product is [Br:1][C:2]1[CH:9]=[CH:8][C:5](/[CH:6]=[CH:16]/[CH:14]=[O:15])=[C:4]([O:10][CH2:11][C:12]#[CH:13])[CH:3]=1. The yield is 0.570. (9) The reactants are [CH3:1][C:2]1[O:6][N:5]=[C:4]([C:7]2[CH:12]=[CH:11][CH:10]=[CH:9][CH:8]=2)[C:3]=1[CH2:13][O:14][C:15]1[CH:23]=[CH:22][C:18]([C:19]([OH:21])=O)=[CH:17][N:16]=1.[NH:24]1[C:27]2([CH2:30][O:29][CH2:28]2)[CH2:26][CH2:25]1. No catalyst specified. The product is [CH3:1][C:2]1[O:6][N:5]=[C:4]([C:7]2[CH:8]=[CH:9][CH:10]=[CH:11][CH:12]=2)[C:3]=1[CH2:13][O:14][C:15]1[N:16]=[CH:17][C:18]([C:19]([N:24]2[C:27]3([CH2:30][O:29][CH2:28]3)[CH2:26][CH2:25]2)=[O:21])=[CH:22][CH:23]=1. The yield is 0.350.